This data is from Forward reaction prediction with 1.9M reactions from USPTO patents (1976-2016). The task is: Predict the product of the given reaction. (1) Given the reactants [CH3:1][O:2][C:3]([C:5]1[CH:10]=[CH:9][C:8](B(O)O)=[CH:7][CH:6]=1)=[O:4].Br[C:15]1[N:20]=[CH:19][CH:18]=[CH:17][N:16]=1.C([O-])([O-])=O.[Na+].[Na+], predict the reaction product. The product is: [N:16]1[CH:17]=[CH:18][CH:19]=[N:20][C:15]=1[C:8]1[CH:9]=[CH:10][C:5]([C:3]([O:2][CH3:1])=[O:4])=[CH:6][CH:7]=1. (2) The product is: [CH3:21][C:7]1([N:12]2[CH2:17][CH2:16][O:15][CH2:14][CH2:13]2)[CH2:8][CH2:9][C:4]2([O:11][CH2:1][CH2:2][O:3]2)[CH2:5][CH2:6]1. Given the reactants [CH2:1]1[O:11][C:4]2([CH2:9][CH2:8][C:7](=O)[CH2:6][CH2:5]2)[O:3][CH2:2]1.[NH:12]1[CH2:17][CH2:16][O:15][CH2:14][CH2:13]1.N1C=[CH:21]N=N1.C[Mg]Cl.C1COCC1.[NH4+].[Cl-], predict the reaction product. (3) Given the reactants C[O:2][C:3]([C:5]1[N:6]([CH2:18][C:19]2[CH:24]=[CH:23][C:22]([F:25])=[C:21]([F:26])[CH:20]=2)[CH:7]=[C:8]([S:10]([C:13]2[S:14][CH:15]=[CH:16][CH:17]=2)(=[O:12])=[O:11])[CH:9]=1)=[O:4].[OH-].[K+], predict the reaction product. The product is: [F:26][C:21]1[CH:20]=[C:19]([CH:24]=[CH:23][C:22]=1[F:25])[CH2:18][N:6]1[CH:7]=[C:8]([S:10]([C:13]2[S:14][CH:15]=[CH:16][CH:17]=2)(=[O:12])=[O:11])[CH:9]=[C:5]1[C:3]([OH:4])=[O:2].